From a dataset of Peptide-MHC class I binding affinity with 185,985 pairs from IEDB/IMGT. Regression. Given a peptide amino acid sequence and an MHC pseudo amino acid sequence, predict their binding affinity value. This is MHC class I binding data. (1) The peptide sequence is FSDVSHWWQ. The MHC is HLA-A11:01 with pseudo-sequence HLA-A11:01. The binding affinity (normalized) is 0.0847. (2) The peptide sequence is SVPAAIMMI. The MHC is Mamu-B01 with pseudo-sequence Mamu-B01. The binding affinity (normalized) is 0. (3) The peptide sequence is YDVAYQATV. The MHC is Patr-B0101 with pseudo-sequence Patr-B0101. The binding affinity (normalized) is 0. (4) The peptide sequence is EQFPTAFEF. The MHC is Mamu-B3901 with pseudo-sequence Mamu-B3901. The binding affinity (normalized) is 0.269.